This data is from Forward reaction prediction with 1.9M reactions from USPTO patents (1976-2016). The task is: Predict the product of the given reaction. Given the reactants C([O:5][C:6]([CH2:8][C:9]1[C:10]([CH2:27][CH3:28])=[N:11][N:12]([CH2:16][C:17]2[CH:25]=[CH:24][C:20]([C:21](O)=O)=[CH:19][C:18]=2[F:26])[C:13]=1[CH2:14][CH3:15])=[O:7])(C)(C)C.C(N(C(C)C)CC)(C)C.[NH2:38][C:39]1[C:44]([NH2:45])=[CH:43][CH:42]=[CH:41][N:40]=1.C(O)(=O)C, predict the reaction product. The product is: [CH2:27]([C:10]1[C:9]([CH2:8][C:6]([OH:5])=[O:7])=[C:13]([CH2:14][CH3:15])[N:12]([CH2:16][C:17]2[CH:25]=[CH:24][C:20]([C:21]3[NH:38][C:39]4=[N:40][CH:41]=[CH:42][CH:43]=[C:44]4[N:45]=3)=[CH:19][C:18]=2[F:26])[N:11]=1)[CH3:28].